From a dataset of Catalyst prediction with 721,799 reactions and 888 catalyst types from USPTO. Predict which catalyst facilitates the given reaction. Reactant: [Cl:1][C:2]([Cl:33])([Cl:32])[CH2:3][O:4][C:5](=[O:31])[NH:6][C:7]1[CH:12]=[CH:11][C:10]([S:13][C:14]2[CH:19]=[CH:18][C:17]([C:20](=[O:29])[NH:21][C:22]3[CH:27]=[CH:26][C:25]([Br:28])=[CH:24][N:23]=3)=[CH:16][C:15]=2[NH2:30])=[CH:9][CH:8]=1.C([C:36]1[C:37]([N:45]=[CH:46][N:47]([CH3:49])C)=[N:38][C:39]([CH:42]([CH3:44])[CH3:43])=[CH:40][CH:41]=1)#N. Product: [Cl:33][C:2]([Cl:1])([Cl:32])[CH2:3][O:4][C:5](=[O:31])[NH:6][C:7]1[CH:12]=[CH:11][C:10]([S:13][C:14]2[CH:19]=[CH:18][C:17]([C:20](=[O:29])[NH:21][C:22]3[CH:27]=[CH:26][C:25]([Br:28])=[CH:24][N:23]=3)=[CH:16][C:15]=2[NH:30][C:49]2[C:36]3[CH:41]=[CH:40][C:39]([CH:42]([CH3:43])[CH3:44])=[N:38][C:37]=3[N:45]=[CH:46][N:47]=2)=[CH:9][CH:8]=1. The catalyst class is: 15.